Dataset: Reaction yield outcomes from USPTO patents with 853,638 reactions. Task: Predict the reaction yield, written as a fraction of the theoretical maximum amount of product (1.0 means a 100% yield; for example, 0.34 means a 34% yield). (1) The reactants are [NH2:1][C:2]1[S:3][C:4]2[C:9]([N:10]=1)=[CH:8][CH:7]=[C:6]([O:11][C:12]1[CH:13]=[CH:14][C:15]([CH3:32])=[C:16]([NH:18][C:19](=[O:31])[C:20]3[CH:25]=[CH:24][CH:23]=[C:22]([C:26]4([C:29]#[N:30])[CH2:28][CH2:27]4)[CH:21]=3)[CH:17]=1)[N:5]=2.C([O:36][CH2:37][C:38](Cl)=[O:39])(=O)C. The catalyst is N1C=CC=CC=1. The product is [C:29]([C:26]1([C:22]2[CH:21]=[C:20]([CH:25]=[CH:24][CH:23]=2)[C:19]([NH:18][C:16]2[CH:17]=[C:12]([O:11][C:6]3[N:5]=[C:4]4[S:3][C:2]([NH:1][C:37](=[O:36])[CH2:38][OH:39])=[N:10][C:9]4=[CH:8][CH:7]=3)[CH:13]=[CH:14][C:15]=2[CH3:32])=[O:31])[CH2:27][CH2:28]1)#[N:30]. The yield is 0.460. (2) The reactants are [CH:1]1([C:4]2[N:8]([C:9]3[CH:18]=[C:17]([N+:19]([O-])=O)[CH:16]=[CH:15][C:10]=3[O:11][CH2:12][CH2:13][OH:14])[N:7]=[N:6][N:5]=2)[CH2:3][CH2:2]1. The catalyst is [Pd].CO. The product is [NH2:19][C:17]1[CH:16]=[CH:15][C:10]([O:11][CH2:12][CH2:13][OH:14])=[C:9]([N:8]2[C:4]([CH:1]3[CH2:3][CH2:2]3)=[N:5][N:6]=[N:7]2)[CH:18]=1. The yield is 0.910. (3) The reactants are [Cl:1][C:2]1[CH:11]=[C:10]([C:12](=[O:22])[CH2:13][CH2:14][C:15]2[CH:20]=[CH:19][CH:18]=[C:17]([OH:21])[CH:16]=2)[CH:9]=[CH:8][C:3]=1[C:4]([O:6]C)=[O:5].[OH-].[Na+]. No catalyst specified. The product is [Cl:1][C:2]1[CH:11]=[C:10]([C:12](=[O:22])[CH2:13][CH2:14][C:15]2[CH:20]=[CH:19][CH:18]=[C:17]([OH:21])[CH:16]=2)[CH:9]=[CH:8][C:3]=1[C:4]([OH:6])=[O:5]. The yield is 0.790. (4) The reactants are [CH3:1][O:2][C:3]1[CH:8]=[CH:7][CH:6]=[CH:5][C:4]=1[C:9]1[C:17]2[C:12](=[N:13][CH:14]=[C:15](B3OC(C)(C)C(C)(C)O3)[CH:16]=2)[N:11](S(C2C=CC(C)=CC=2)(=O)=O)[CH:10]=1.Br[C:38]1[CH:39]=[N:40][CH:41]=[C:42]([CH:48]=1)[C:43]([N:45]([CH3:47])[CH3:46])=[O:44].C([O-])(O)=O.[Na+]. The catalyst is C(#N)C. The product is [CH3:1][O:2][C:3]1[CH:8]=[CH:7][CH:6]=[CH:5][C:4]=1[C:9]1[C:17]2[C:12](=[N:13][CH:14]=[C:15]([C:38]3[CH:39]=[N:40][CH:41]=[C:42]([CH:48]=3)[C:43]([N:45]([CH3:46])[CH3:47])=[O:44])[CH:16]=2)[NH:11][CH:10]=1. The yield is 0.570. (5) The product is [C:16]([O:20][C:21]([NH:1][C@H:4]1[CH2:9][CH2:8][C@H:7]([C:10]([O:12][CH3:13])=[O:11])[C@@H:6]([O:14][CH3:15])[CH2:5]1)=[O:22])([CH3:19])([CH3:18])[CH3:17]. The catalyst is CO.[Pd]. The yield is 0.630. The reactants are [N:1]([C@H:4]1[CH2:9][CH2:8][C@H:7]([C:10]([O:12][CH3:13])=[O:11])[C@@H:6]([O:14][CH3:15])[CH2:5]1)=[N+]=[N-].[C:16]([O:20][C:21](O[C:21]([O:20][C:16]([CH3:19])([CH3:18])[CH3:17])=[O:22])=[O:22])([CH3:19])([CH3:18])[CH3:17]. (6) The reactants are Br[C:2]1[CH2:7][CH2:6][CH2:5][C:4](=[O:8])[CH:3]=1.[CH2:9]1[O:17][C:16]2[CH:15]=[CH:14][C:13](B(O)O)=[CH:12][C:11]=2[O:10]1. No catalyst specified. The product is [O:17]1[C:16]2[CH:15]=[CH:14][C:13]([C:2]3[CH2:7][CH2:6][CH2:5][C:4](=[O:8])[CH:3]=3)=[CH:12][C:11]=2[O:10][CH2:9]1. The yield is 0.850. (7) The reactants are C(Cl)(=O)C(Cl)=O.ClCCl.CS(C)=O.[OH:14][CH2:15][C:16]1[N:21]=[C:20]([C:22]([O:24][CH3:25])=[O:23])[CH:19]=[CH:18][CH:17]=1.C(N(CC)CC)C. The catalyst is ClCCl. The product is [CH:15]([C:16]1[N:21]=[C:20]([C:22]([O:24][CH3:25])=[O:23])[CH:19]=[CH:18][CH:17]=1)=[O:14]. The yield is 0.690. (8) The reactants are [N:1]1[CH:6]=[CH:5][CH:4]=[CH:3][C:2]=1[CH:7]=[O:8].[C:9](#[N:12])[CH:10]=[CH2:11].C1N2CCN(CC2)C1. No catalyst specified. The product is [OH:8][CH:7]([C:2]1[CH:3]=[CH:4][CH:5]=[CH:6][N:1]=1)[C:10](=[CH2:11])[C:9]#[N:12]. The yield is 0.830.